Dataset: Reaction yield outcomes from USPTO patents with 853,638 reactions. Task: Predict the reaction yield, written as a fraction of the theoretical maximum amount of product (1.0 means a 100% yield; for example, 0.34 means a 34% yield). (1) The yield is 0.920. The product is [NH:1]1[C:9]2[C:4](=[CH:5][CH:6]=[CH:7][C:8]=2[CH2:10][NH:13][CH3:12])[CH:3]=[CH:2]1. The catalyst is CO. The reactants are [NH:1]1[C:9]2[C:4](=[CH:5][CH:6]=[CH:7][C:8]=2[CH:10]=O)[CH:3]=[CH:2]1.[CH3:12][NH2:13].[BH4-].[Na+].O. (2) The reactants are [N:1]1([CH2:7][CH2:8][O:9][N:10]=C(C2C=CC=CC=2)C2C=CC=CC=2)[CH2:6][CH2:5][O:4][CH2:3][CH2:2]1.[ClH:24]. No catalyst specified. The product is [ClH:24].[ClH:24].[N:1]1([CH2:7][CH2:8][O:9][NH2:10])[CH2:6][CH2:5][O:4][CH2:3][CH2:2]1. The yield is 0.630. (3) The catalyst is O1CCOCC1. The product is [ClH:1].[CH3:16][N:9]([C:10]1[CH:15]=[CH:14][CH:13]=[CH:12][CH:11]=1)[C:7]1[N:8]=[C:3]([NH2:2])[N:4]=[C:5]([C:17]2[N:21]=[C:20]([CH:22]3[CH2:26][CH2:25][NH:24][CH2:23]3)[O:19][N:18]=2)[N:6]=1. The yield is 1.00. The reactants are [ClH:1].[NH2:2][C:3]1[N:8]=[C:7]([N:9]([CH3:16])[C:10]2[CH:15]=[CH:14][CH:13]=[CH:12][CH:11]=2)[N:6]=[C:5]([C:17]2[N:21]=[C:20]([CH:22]3[CH2:26][CH2:25][N:24](C(OC(C)(C)C)=O)[CH2:23]3)[O:19][N:18]=2)[N:4]=1. (4) The reactants are [Br:1][C:2]1[CH:7]=[CH:6][C:5]([CH3:8])=[C:4]([Cl:9])[CH:3]=1.[Br:10]N1C(=O)CCC1=O.C(OOC(=O)C1C=CC=CC=1)(=O)C1C=CC=CC=1. The catalyst is C(Cl)(Cl)(Cl)Cl. The product is [Br:1][C:2]1[CH:7]=[CH:6][C:5]([CH2:8][Br:10])=[C:4]([Cl:9])[CH:3]=1. The yield is 0.600. (5) The reactants are [CH2:1]1[CH:5]2[CH2:6][NH:7][CH2:8][CH:4]2[CH2:3][N:2]1[CH2:9][C:10]1[CH:25]=[CH:24][C:13]([O:14][C:15]2[S:16][C:17]3[CH:23]=[CH:22][CH:21]=[CH:20][C:18]=3[N:19]=2)=[CH:12][CH:11]=1.[CH3:26][O:27][C:28](=[O:37])[C:29]1[CH:34]=[CH:33][C:32]([CH:35]=O)=[CH:31][CH:30]=1.C(O)(=O)C.C(O[BH-](OC(=O)C)OC(=O)C)(=O)C.[Na+]. The catalyst is C(Cl)Cl. The product is [CH3:26][O:27][C:28](=[O:37])[C:29]1[CH:34]=[CH:33][C:32]([CH2:35][N:7]2[CH2:6][CH:5]3[CH:4]([CH2:3][N:2]([CH2:9][C:10]4[CH:11]=[CH:12][C:13]([O:14][C:15]5[S:16][C:17]6[CH:23]=[CH:22][CH:21]=[CH:20][C:18]=6[N:19]=5)=[CH:24][CH:25]=4)[CH2:1]3)[CH2:8]2)=[CH:31][CH:30]=1. The yield is 0.190. (6) The reactants are FC(F)(F)C(O)=O.[Cl:8][C:9]1[C:10]([F:41])=[C:11]([CH:15]2[C:19]([C:22]3[CH:27]=[CH:26][C:25]([Cl:28])=[CH:24][C:23]=3[F:29])([C:20]#[N:21])[CH:18]([CH2:30][C:31]([CH2:36][CH3:37])([CH2:34]C)[CH2:32][CH3:33])[NH:17][CH:16]2[C:38](O)=[O:39])[CH:12]=[CH:13][CH:14]=1.CC1(C)[O:47][C@@H:46]([CH2:48][CH2:49][NH2:50])[CH2:45][O:44]1.CN(C(ON1N=NC2C=CC=NC1=2)=[N+](C)C)C.F[P-](F)(F)(F)(F)F.CCN(C(C)C)C(C)C.Cl. The catalyst is C(Cl)Cl.O1CCCC1. The product is [OH:47][C@H:46]([CH2:45][OH:44])[CH2:48][CH2:49][NH:50][C:38]([CH:16]1[CH:15]([C:11]2[CH:12]=[CH:13][CH:14]=[C:9]([Cl:8])[C:10]=2[F:41])[C:19]([C:22]2[CH:27]=[CH:26][C:25]([Cl:28])=[CH:24][C:23]=2[F:29])([C:20]#[N:21])[CH:18]([CH2:30][C:31]([CH2:32][CH3:33])([CH3:34])[CH2:36][CH3:37])[NH:17]1)=[O:39]. The yield is 0.530. (7) The reactants are [F:1][C:2]1[CH:7]=[CH:6][CH:5]=[C:4]([F:8])[C:3]=1[C:9]1[CH:10]=[C:11]2[C:15](=[CH:16][CH:17]=1)[NH:14][N:13]=[CH:12]2.[OH-].[K+].C1C(=O)N([Br:27])C(=O)C1.O. The catalyst is CN(C=O)C. The product is [Br:27][C:12]1[C:11]2[C:15](=[CH:16][CH:17]=[C:9]([C:3]3[C:4]([F:8])=[CH:5][CH:6]=[CH:7][C:2]=3[F:1])[CH:10]=2)[NH:14][N:13]=1. The yield is 0.450. (8) The reactants are [NH2:1][C:2]1[C:7]([C:8]([OH:10])=O)=[CH:6][C:5]([Br:11])=[CH:4][N:3]=1.C(N(CC)CC)C.[NH:19]([C:21]([C:23]1[CH:28]=[CH:27][C:26]([CH2:29][N:30]([CH3:38])[C:31](=[O:37])[O:32][C:33]([CH3:36])([CH3:35])[CH3:34])=[CH:25][CH:24]=1)=[O:22])[NH2:20].CN(C(ON1N=NC2C=CC=CC1=2)=[N+](C)C)C.[B-](F)(F)(F)F. The catalyst is CN(C=O)C.CCOC(C)=O.O. The product is [NH2:1][C:2]1[C:7]([C:8]([NH:20][NH:19][C:21]([C:23]2[CH:24]=[CH:25][C:26]([CH2:29][N:30]([CH3:38])[C:31](=[O:37])[O:32][C:33]([CH3:34])([CH3:35])[CH3:36])=[CH:27][CH:28]=2)=[O:22])=[O:10])=[CH:6][C:5]([Br:11])=[CH:4][N:3]=1. The yield is 0.580. (9) The reactants are [NH2:1][C:2]1[CH:7]=[CH:6][N:5]=[CH:4][CH:3]=1.Cl[C:9]([O:11][C:12]1[CH:17]=[CH:16][CH:15]=[CH:14][CH:13]=1)=[O:10]. No catalyst specified. The product is [N:5]1[CH:6]=[CH:7][C:2]([NH:1][C:9](=[O:10])[O:11][C:12]2[CH:17]=[CH:16][CH:15]=[CH:14][CH:13]=2)=[CH:3][CH:4]=1. The yield is 5.34.